Regression. Given a peptide amino acid sequence and an MHC pseudo amino acid sequence, predict their binding affinity value. This is MHC class I binding data. From a dataset of Peptide-MHC class I binding affinity with 185,985 pairs from IEDB/IMGT. (1) The binding affinity (normalized) is 0.00243. The MHC is HLA-A32:01 with pseudo-sequence HLA-A32:01. The peptide sequence is RRDYRRGL. (2) The peptide sequence is WLSYFVASFR. The MHC is HLA-A33:01 with pseudo-sequence HLA-A33:01. The binding affinity (normalized) is 0.760. (3) The peptide sequence is AVINTTCNY. The MHC is HLA-B15:01 with pseudo-sequence HLA-B15:01. The binding affinity (normalized) is 0.943. (4) The peptide sequence is NQATTKTTF. The MHC is HLA-B15:01 with pseudo-sequence HLA-B15:01. The binding affinity (normalized) is 0.509. (5) The peptide sequence is RASTTENAA. The MHC is HLA-A68:02 with pseudo-sequence HLA-A68:02. The binding affinity (normalized) is 0.469.